Dataset: Cav3 T-type calcium channel HTS with 100,875 compounds. Task: Binary Classification. Given a drug SMILES string, predict its activity (active/inactive) in a high-throughput screening assay against a specified biological target. The drug is O=c1n(c(nc2c1cccc2)CCCC)c1c([N+]([O-])=O)cccc1. The result is 0 (inactive).